This data is from Forward reaction prediction with 1.9M reactions from USPTO patents (1976-2016). The task is: Predict the product of the given reaction. (1) Given the reactants C(N(CC)CC)C.Cl.[CH3:9][O:10][C:11](=[O:14])[CH2:12][NH2:13].[Cl:15][C:16]1[CH:17]=[C:18]([CH:22]=[CH:23][C:24]=1[Cl:25])[C:19](Cl)=[O:20].[OH-].[Na+], predict the reaction product. The product is: [CH3:9][O:10][C:11](=[O:14])[CH2:12][NH:13][C:19](=[O:20])[C:18]1[CH:22]=[CH:23][C:24]([Cl:25])=[C:16]([Cl:15])[CH:17]=1. (2) The product is: [F:9][C:10]1[CH:11]=[CH:12][C:13]([CH2:14][N:15]2[C:24]3[C:19](=[CH:20][C:21]([CH3:25])=[CH:22][CH:23]=3)[C:18]([N:26]3[CH2:31][CH2:30][N:29]([C:6]([C:2]4[O:1][CH:5]=[CH:4][CH:3]=4)=[O:7])[CH2:28][CH2:27]3)=[C:17]([C:32]#[N:33])[C:16]2=[O:34])=[CH:35][CH:36]=1. Given the reactants [O:1]1[CH:5]=[CH:4][CH:3]=[C:2]1[C:6](Cl)=[O:7].[F:9][C:10]1[CH:36]=[CH:35][C:13]([CH2:14][N:15]2[C:24]3[C:19](=[CH:20][C:21]([CH3:25])=[CH:22][CH:23]=3)[C:18]([N:26]3[CH2:31][CH2:30][NH:29][CH2:28][CH2:27]3)=[C:17]([C:32]#[N:33])[C:16]2=[O:34])=[CH:12][CH:11]=1, predict the reaction product. (3) Given the reactants [N:1]1([CH2:7][CH2:8][CH2:9][OH:10])[CH2:6][CH2:5][NH:4][CH2:3][CH2:2]1.[C:11](O[C:11]([O:13][C:14]([CH3:17])([CH3:16])[CH3:15])=[O:12])([O:13][C:14]([CH3:17])([CH3:16])[CH3:15])=[O:12], predict the reaction product. The product is: [OH:10][CH2:9][CH2:8][CH2:7][N:1]1[CH2:6][CH2:5][N:4]([C:11]([O:13][C:14]([CH3:17])([CH3:16])[CH3:15])=[O:12])[CH2:3][CH2:2]1.